Predict the reaction yield, written as a fraction of the theoretical maximum amount of product (1.0 means a 100% yield; for example, 0.34 means a 34% yield). From a dataset of Reaction yield outcomes from USPTO patents with 853,638 reactions. (1) The yield is 0.920. The reactants are [CH:1]1([C:4]([N:6]2[CH2:10][CH2:9][C@@H:8]([CH2:11][OH:12])[CH2:7]2)=[O:5])[CH2:3][CH2:2]1.C(N(CC)CC)C.[CH3:20][S:21](Cl)(=[O:23])=[O:22]. The product is [CH3:20][S:21]([O:12][CH2:11][C@@H:8]1[CH2:9][CH2:10][N:6]([C:4]([CH:1]2[CH2:2][CH2:3]2)=[O:5])[CH2:7]1)(=[O:23])=[O:22]. The catalyst is C(Cl)Cl. (2) The reactants are [CH:1]([C@@H:4]1[CH2:10][N:9]([C:11](=[O:21])[NH:12][C:13]2[CH:18]=[CH:17][C:16]([O:19][CH3:20])=[CH:15][CH:14]=2)[CH2:8][C:7]2[CH:22]=[CH:23][C:24]([C:26](OC)=[O:27])=[CH:25][C:6]=2[O:5]1)([CH3:3])[CH3:2].[NH2:30][OH:31].[OH-].[Na+]. The catalyst is C1COCC1.CO. The product is [OH:31][NH:30][C:26]([C:24]1[CH:25]=[CH:6][C:7]2[CH2:8][N:9]([C:11]([NH:12][C:13]3[CH:18]=[CH:17][C:16]([O:19][CH3:20])=[CH:15][CH:14]=3)=[O:21])[CH2:10][C@@H:4]([CH:1]([CH3:3])[CH3:2])[O:5][C:22]=2[CH:23]=1)=[O:27]. The yield is 0.180. (3) The reactants are CC[O:3][C:4]([C:6]1[NH:7][C:8]2[C:13]([CH:14]=1)=[CH:12][C:11]([C:15]([OH:17])=[O:16])=[CH:10][CH:9]=2)=[O:5].[OH-].[Na+]. The catalyst is O.CO. The product is [NH:7]1[C:8]2[C:13](=[CH:12][C:11]([C:15]([OH:17])=[O:16])=[CH:10][CH:9]=2)[CH:14]=[C:6]1[C:4]([OH:5])=[O:3]. The yield is 0.590. (4) The catalyst is Cl. The reactants are [N+:1]([C:4]1[CH:9]=[CH:8][C:7]([C:10]2[C:18]3[C:13](=[N:14][CH:15]=[N:16][C:17]=3[NH2:19])[O:12][N:11]=2)=[CH:6][CH:5]=1)([O-])=O.Cl[Sn]Cl. The yield is 0.320. The product is [NH2:1][C:4]1[CH:9]=[CH:8][C:7]([C:10]2[C:18]3[C:13](=[N:14][CH:15]=[N:16][C:17]=3[NH2:19])[O:12][N:11]=2)=[CH:6][CH:5]=1. (5) The reactants are [Si:1](Cl)([C:4]([CH3:7])([CH3:6])[CH3:5])([CH3:3])[CH3:2].N1C=CN=C1.[CH2:14]([N:21]1[C:29]2[C:24](=[N:25][C:26]([Cl:30])=[CH:27][CH:28]=2)[CH:23]=[C:22]1[CH2:31][OH:32])[C:15]1[CH:20]=[CH:19][CH:18]=[CH:17][CH:16]=1. The catalyst is C(Cl)Cl. The product is [CH2:14]([N:21]1[C:29]2[C:24](=[N:25][C:26]([Cl:30])=[CH:27][CH:28]=2)[CH:23]=[C:22]1[CH2:31][O:32][Si:1]([C:4]([CH3:7])([CH3:6])[CH3:5])([CH3:3])[CH3:2])[C:15]1[CH:16]=[CH:17][CH:18]=[CH:19][CH:20]=1. The yield is 0.920. (6) The reactants are C[O:2][C:3]([C:5]1[S:24][C:8]2[N:9]=[C:10]([NH2:23])[N:11]=[C:12]([NH:13][C:14]3[CH:15]=[C:16]4[C:20](=[CH:21][CH:22]=3)[NH:19][N:18]=[CH:17]4)[C:7]=2[CH:6]=1)=O.[NH3:25]. No catalyst specified. The product is [NH2:23][C:10]1[N:11]=[C:12]([NH:13][C:14]2[CH:15]=[C:16]3[C:20](=[CH:21][CH:22]=2)[NH:19][N:18]=[CH:17]3)[C:7]2[CH:6]=[C:5]([C:3]([NH2:25])=[O:2])[S:24][C:8]=2[N:9]=1. The yield is 0.310. (7) The reactants are [CH2:1]([O:5][C:6]1[CH:10]=[C:9]([C:11]([O:13]C)=[O:12])[N:8]([CH2:15][C:16]2[CH:21]=[CH:20][C:19]([C:22]([F:25])([F:24])[F:23])=[CH:18][C:17]=2[Cl:26])[N:7]=1)[CH2:2][CH2:3][CH3:4].[OH-].[Na+].O1CCCC1. The catalyst is C(O)C. The product is [CH2:1]([O:5][C:6]1[CH:10]=[C:9]([C:11]([OH:13])=[O:12])[N:8]([CH2:15][C:16]2[CH:21]=[CH:20][C:19]([C:22]([F:25])([F:24])[F:23])=[CH:18][C:17]=2[Cl:26])[N:7]=1)[CH2:2][CH2:3][CH3:4]. The yield is 0.830.